This data is from Full USPTO retrosynthesis dataset with 1.9M reactions from patents (1976-2016). The task is: Predict the reactants needed to synthesize the given product. (1) Given the product [NH2:1][C:2]1[C:7]([F:8])=[C:6]([CH:15]=[CH2:16])[N:5]=[C:4]([C:10]([O:12][CH3:13])=[O:11])[C:3]=1[Cl:14], predict the reactants needed to synthesize it. The reactants are: [NH2:1][C:2]1[C:7]([F:8])=[C:6](Cl)[N:5]=[C:4]([C:10]([O:12][CH3:13])=[O:11])[C:3]=1[Cl:14].[CH2:15]([Sn](CCCC)(CCCC)C=C)[CH2:16]CC.[F-].[Cs+]. (2) Given the product [CH:14]1([CH2:17][NH:13][CH2:12][CH2:11][C:5]2[C:4]3[C:8](=[CH:9][CH:10]=[C:2]([CH3:1])[CH:3]=3)[NH:7][CH:6]=2)[CH2:16][CH2:15]1, predict the reactants needed to synthesize it. The reactants are: [CH3:1][C:2]1[CH:3]=[C:4]2[C:8](=[CH:9][CH:10]=1)[NH:7][CH:6]=[C:5]2[CH2:11][CH2:12][NH2:13].[CH:14]1([CH:17]=O)[CH2:16][CH2:15]1. (3) Given the product [Cl:1][C:2]1[CH:3]=[C:4]([NH:15][C:16]2[C:21]([C:22]#[N:23])=[CH:20][N:19]=[C:18]3[CH:24]=[C:25](/[CH:31]=[CH:30]/[CH2:29][CH2:28][N:32]4[CH2:37][CH2:36][CH:35]([N:38]5[CH2:39][CH2:40][CH2:41][CH2:42]5)[CH2:34][CH2:33]4)[S:26][C:17]=23)[CH:5]=[CH:6][C:7]=1[S:8][C:9]1[N:10]([CH3:14])[CH:11]=[CH:12][N:13]=1, predict the reactants needed to synthesize it. The reactants are: [Cl:1][C:2]1[CH:3]=[C:4]([NH:15][C:16]2[C:21]([C:22]#[N:23])=[CH:20][N:19]=[C:18]3[CH:24]=[C:25](I)[S:26][C:17]=23)[CH:5]=[CH:6][C:7]=1[S:8][C:9]1[N:10]([CH3:14])[CH:11]=[CH:12][N:13]=1.[CH2:28]([N:32]1[CH2:37][CH2:36][CH:35]([N:38]2[CH2:42][CH2:41][CH2:40][CH2:39]2)[CH2:34][CH2:33]1)[CH2:29][C:30]#[CH:31].CC1(C)C(C)(C)OBO1. (4) The reactants are: Br[C:2](Br)=[CH:3][C:4]1[CH:9]=[CH:8][CH:7]=[CH:6][C:5]=1[NH2:10].[CH:12](/B(O)O)=[CH:13]\[CH2:14][CH2:15][CH2:16][CH3:17].[O-]P([O-])([O-])=O.[K+].[K+].[K+].O. Given the product [CH:12]([C:2]1[NH:10][C:5]2[C:4]([CH:3]=1)=[CH:9][CH:8]=[CH:7][CH:6]=2)=[CH:13][CH2:14][CH2:15][CH2:16][CH3:17], predict the reactants needed to synthesize it. (5) Given the product [Cl:21][C:22]1[CH:27]=[CH:26][C:25]([S:28]([NH:1][CH:2]([C:6]2[CH:7]=[C:8]([F:13])[CH:9]=[C:10]([F:12])[CH:11]=2)[C:3]([NH2:5])=[O:4])(=[O:30])=[O:29])=[CH:24][CH:23]=1, predict the reactants needed to synthesize it. The reactants are: [NH2:1][CH:2]([C:6]1[CH:11]=[C:10]([F:12])[CH:9]=[C:8]([F:13])[CH:7]=1)[C:3]([NH2:5])=[O:4].C(N(CC)CC)C.[Cl:21][C:22]1[CH:27]=[CH:26][C:25]([S:28](Cl)(=[O:30])=[O:29])=[CH:24][CH:23]=1. (6) Given the product [C:15]([O:14][C:12]([N:8]1[CH2:9][CH2:10][CH2:11][C:6]2([C:4](=[O:3])[NH:21][CH2:20][CH:19]2[C:22]2[CH:23]=[N:24][CH:25]=[CH:26][CH:27]=2)[CH2:7]1)=[O:13])([CH3:16])([CH3:17])[CH3:18], predict the reactants needed to synthesize it. The reactants are: C([O:3][C:4]([C:6]1([CH:19]([C:22]2[CH:23]=[N:24][CH:25]=[CH:26][CH:27]=2)[CH2:20][NH2:21])[CH2:11][CH2:10][CH2:9][N:8]([C:12]([O:14][C:15]([CH3:18])([CH3:17])[CH3:16])=[O:13])[CH2:7]1)=O)C.